Predict the reaction yield, written as a fraction of the theoretical maximum amount of product (1.0 means a 100% yield; for example, 0.34 means a 34% yield). From a dataset of Reaction yield outcomes from USPTO patents with 853,638 reactions. (1) The reactants are [CH3:1][C:2]([O:5][C:6]([NH:8][CH:9]1[CH2:13][NH:12][CH2:11][CH2:10]1)=[O:7])([CH3:4])[CH3:3].C(=O)([O-])[O-].[Cs+].[Cs+].Br[C:21]1[CH:22]=[C:23]([Cl:27])[CH:24]=[CH:25][CH:26]=1.C1(P(C2C=CC=CC=2)C2(P(C3C=CC=CC=3)C3C=CC=CC=3)CC=C3C(C=CC=C3)=C2C2C3C(=CC=CC=3)C=CC=2)C=CC=CC=1. The catalyst is C1(C)C=CC=CC=1. The product is [Cl:27][C:23]1[CH:22]=[C:21]([N:12]2[CH2:11][CH2:10][CH:9]([NH:8][C:6](=[O:7])[O:5][C:2]([CH3:1])([CH3:3])[CH3:4])[CH2:13]2)[CH:26]=[CH:25][CH:24]=1. The yield is 0.628. (2) The reactants are [Br:1][C:2]1[S:3][C:4]([NH:15][C:16]([C:18]2[CH:19]=[N:20][N:21]3[CH:26]=[CH:25][CH:24]=[N:23][C:22]=23)=[O:17])=[C:5]([C:7]2[CH:12]=[C:11]([Cl:13])[CH:10]=[CH:9][C:8]=2[OH:14])[N:6]=1.C(=O)([O-])[O-].[Cs+].[Cs+].Cl[C:34]([F:39])([F:38])C([O-])=O.[Na+]. The catalyst is CN(C=O)C.O. The product is [Br:1][C:2]1[S:3][C:4]([NH:15][C:16]([C:18]2[CH:19]=[N:20][N:21]3[CH:26]=[CH:25][CH:24]=[N:23][C:22]=23)=[O:17])=[C:5]([C:7]2[CH:12]=[C:11]([Cl:13])[CH:10]=[CH:9][C:8]=2[O:14][CH:34]([F:39])[F:38])[N:6]=1. The yield is 0.590.